This data is from NCI-60 drug combinations with 297,098 pairs across 59 cell lines. The task is: Regression. Given two drug SMILES strings and cell line genomic features, predict the synergy score measuring deviation from expected non-interaction effect. (1) Drug 1: C1=C(C(=O)NC(=O)N1)N(CCCl)CCCl. Drug 2: C1=CN(C(=O)N=C1N)C2C(C(C(O2)CO)O)O.Cl. Cell line: IGROV1. Synergy scores: CSS=27.4, Synergy_ZIP=-4.27, Synergy_Bliss=-3.16, Synergy_Loewe=0.288, Synergy_HSA=0.591. (2) Drug 1: CN1C(=O)N2C=NC(=C2N=N1)C(=O)N. Drug 2: CC(C)(C#N)C1=CC(=CC(=C1)CN2C=NC=N2)C(C)(C)C#N. Cell line: SF-268. Synergy scores: CSS=0.776, Synergy_ZIP=0.750, Synergy_Bliss=-0.645, Synergy_Loewe=-2.40, Synergy_HSA=-2.82. (3) Drug 1: CN(C(=O)NC(C=O)C(C(C(CO)O)O)O)N=O. Drug 2: COC1=C2C(=CC3=C1OC=C3)C=CC(=O)O2. Cell line: MDA-MB-231. Synergy scores: CSS=3.15, Synergy_ZIP=-0.438, Synergy_Bliss=1.26, Synergy_Loewe=-0.933, Synergy_HSA=-0.764.